From a dataset of Forward reaction prediction with 1.9M reactions from USPTO patents (1976-2016). Predict the product of the given reaction. (1) Given the reactants [Cl:1][C:2]1[CH:7]=[CH:6][C:5]([CH:8]([C:35]2[CH:40]=[CH:39][C:38]([Cl:41])=[CH:37][CH:36]=2)[C:9]2[CH:10]=[C:11]3[C:16](=[CH:17][CH:18]=2)[N:15]=[CH:14][N:13]=[C:12]3[NH:19][CH:20]2[CH2:25][CH2:24][N:23]([C:26](=[O:34])[CH2:27][CH2:28][C:29]([O:31]CC)=[O:30])[CH2:22][CH2:21]2)=[CH:4][CH:3]=1.Cl, predict the reaction product. The product is: [Cl:1][C:2]1[CH:7]=[CH:6][C:5]([CH:8]([C:35]2[CH:36]=[CH:37][C:38]([Cl:41])=[CH:39][CH:40]=2)[C:9]2[CH:10]=[C:11]3[C:16](=[CH:17][CH:18]=2)[N:15]=[CH:14][N:13]=[C:12]3[NH:19][CH:20]2[CH2:25][CH2:24][N:23]([C:26](=[O:34])[CH2:27][CH2:28][C:29]([OH:31])=[O:30])[CH2:22][CH2:21]2)=[CH:4][CH:3]=1. (2) Given the reactants [NH:1]1[CH:5]=[CH:4][N:3]=[N:2]1.C(=O)([O-])[O-].[Cs+].[Cs+].CN(C)CCN.I[C:19]1[CH:27]=[CH:26][C:25]([F:28])=[CH:24][C:20]=1[C:21]([OH:23])=[O:22], predict the reaction product. The product is: [F:28][C:25]1[CH:26]=[CH:27][C:19]([N:2]2[N:3]=[CH:4][CH:5]=[N:1]2)=[C:20]([CH:24]=1)[C:21]([OH:23])=[O:22].